Dataset: Full USPTO retrosynthesis dataset with 1.9M reactions from patents (1976-2016). Task: Predict the reactants needed to synthesize the given product. (1) Given the product [F:24][C:8]([F:7])([F:23])[C:9]([N:11]1[CH2:16][CH2:15][CH:14]([C:17]2[CH:22]=[CH:21][C:1]([C:2]([Cl:4])=[O:3])=[CH:19][CH:18]=2)[CH2:13][CH2:12]1)=[O:10], predict the reactants needed to synthesize it. The reactants are: [C:1](Cl)(=O)[C:2]([Cl:4])=[O:3].[F:7][C:8]([F:24])([F:23])[C:9]([N:11]1[CH2:16][CH2:15][CH:14]([C:17]2[CH:22]=[CH:21]C=[CH:19][CH:18]=2)[CH2:13][CH2:12]1)=[O:10].[Cl-].[Cl-].[Ca+2]. (2) The reactants are: Cl[C:2]1[C:7]([CH2:8][CH:9](OCC)OCC)=[C:6]([Cl:16])[N:5]=[CH:4][N:3]=1.[NH2:17][C@H:18]1[CH2:22][C@H:21]([OH:23])[C@H:20]([CH2:24][OH:25])[CH2:19]1.Br.C(O)(C)C.C(N(CC)CC)C.Cl.C(=O)(O)[O-].[Na+]. Given the product [Cl:16][C:6]1[C:7]2[CH:8]=[CH:9][N:17]([C@H:18]3[CH2:22][C@H:21]([OH:23])[C@H:20]([CH2:24][OH:25])[CH2:19]3)[C:2]=2[N:3]=[CH:4][N:5]=1, predict the reactants needed to synthesize it. (3) Given the product [Cl:31][C:27]1[CH:26]=[C:25]([C:24]#[C:23][C:19]2[N:18]=[C:17]([C:15]3[N:14]([CH3:32])[C:11]4[CH2:12][CH2:13][NH:8][C:9](=[O:33])[C:10]=4[CH:16]=3)[CH:22]=[CH:21][N:20]=2)[CH:30]=[CH:29][CH:28]=1, predict the reactants needed to synthesize it. The reactants are: C(OC([N:8]1[CH2:13][CH2:12][C:11]2[N:14]([CH3:32])[C:15]([C:17]3[CH:22]=[CH:21][N:20]=[C:19]([C:23]#[C:24][C:25]4[CH:30]=[CH:29][CH:28]=[C:27]([Cl:31])[CH:26]=4)[N:18]=3)=[CH:16][C:10]=2[C:9]1=[O:33])=O)(C)(C)C. (4) Given the product [Br:1][C:2]1[CH:21]=[CH:20][C:5]([CH2:6][CH:7]2[CH2:11][CH2:10][N:9]([C@H:12]3[CH2:13][CH2:14][C@@H:15]([O:18][CH3:25])[CH2:16][CH2:17]3)[C:8]2=[O:19])=[C:4]([Cl:22])[CH:3]=1, predict the reactants needed to synthesize it. The reactants are: [Br:1][C:2]1[CH:21]=[CH:20][C:5]([CH2:6][CH:7]2[CH2:11][CH2:10][N:9]([C@H:12]3[CH2:17][CH2:16][C@@H:15]([OH:18])[CH2:14][CH2:13]3)[C:8]2=[O:19])=[C:4]([Cl:22])[CH:3]=1.[H-].[Na+].[CH2:25]1COCC1. (5) The reactants are: [CH3:1][S:2][C:3]1[NH:11][C:6]2=[N:7][CH:8]=[CH:9][CH:10]=[C:5]2[N:4]=1.Br[CH2:13][CH2:14][O:15][CH3:16].O. Given the product [CH3:16][O:15][CH2:14][CH2:13][N:11]1[C:6]2=[N:7][CH:8]=[CH:9][CH:10]=[C:5]2[N:4]=[C:3]1[S:2][CH3:1], predict the reactants needed to synthesize it. (6) Given the product [Br:9][C:7]1[C:2]([Cl:1])=[CH:3][C:4]([NH2:8])=[N:5][CH:6]=1, predict the reactants needed to synthesize it. The reactants are: [Cl:1][C:2]1[CH:7]=[CH:6][N:5]=[C:4]([NH2:8])[CH:3]=1.[Br:9]N1C(=O)CCC1=O. (7) Given the product [C:1]1([N:7]2[C:12](=[O:13])[N:11]([CH3:14])[C:10](=[O:18])[C:9]([C:19]([Cl:24])=[O:21])=[N:8]2)[CH:6]=[CH:5][CH:4]=[CH:3][CH:2]=1, predict the reactants needed to synthesize it. The reactants are: [C:1]1([N:7]2[C:12](=[O:13])[N:11]([CH2:14]CCC)[C:10](=[O:18])[C:9]([C:19]([OH:21])=O)=[N:8]2)[CH:6]=[CH:5][CH:4]=[CH:3][CH:2]=1.S(Cl)([Cl:24])=O. (8) Given the product [F:26][CH:27]([C:11](=[O:13])[C:7]1[CH:6]=[C:5]2[C:10](=[CH:9][CH:8]=1)[N:1]=[CH:2][CH:3]=[CH:4]2)[C:28]#[N:29], predict the reactants needed to synthesize it. The reactants are: [N:1]1[C:10]2[C:5](=[CH:6][C:7]([C:11]([OH:13])=O)=[CH:8][CH:9]=2)[CH:4]=[CH:3][CH:2]=1.C1N=CN(C(N2C=NC=C2)=O)C=1.[F:26][CH2:27][C:28]#[N:29].[Li+].C[Si]([N-][Si](C)(C)C)(C)C.C(OCC)C.